From a dataset of Catalyst prediction with 721,799 reactions and 888 catalyst types from USPTO. Predict which catalyst facilitates the given reaction. (1) The catalyst class is: 8. Reactant: [OH-].[Na+].[Br:3][C:4]1[CH:9]=[CH:8][C:7](/[C:10](/[CH3:30])=[CH:11]/[CH2:12][O:13][C:14]2[CH:19]=[CH:18][C:17]([CH2:20][C@H:21]([O:27][CH2:28][CH3:29])[C:22]([O:24]CC)=[O:23])=[CH:16][CH:15]=2)=[CH:6][CH:5]=1. Product: [Br:3][C:4]1[CH:5]=[CH:6][C:7](/[C:10](/[CH3:30])=[CH:11]/[CH2:12][O:13][C:14]2[CH:19]=[CH:18][C:17]([CH2:20][C@H:21]([O:27][CH2:28][CH3:29])[C:22]([OH:24])=[O:23])=[CH:16][CH:15]=2)=[CH:8][CH:9]=1. (2) Reactant: [OH-].[Na+].[O:3]1[CH2:7][CH2:6][C@H:5]([NH:8][C:9]2[N:14]=[C:13]([C:15]([F:18])([F:17])[F:16])[C:12]([C:19]([O:21]C)=[O:20])=[CH:11][N:10]=2)[CH2:4]1. Product: [O:3]1[CH2:7][CH2:6][C@H:5]([NH:8][C:9]2[N:14]=[C:13]([C:15]([F:17])([F:16])[F:18])[C:12]([C:19]([OH:21])=[O:20])=[CH:11][N:10]=2)[CH2:4]1. The catalyst class is: 5. (3) Reactant: [F:1][C:2]1[CH:3]=[C:4]([CH:7]=[CH:8][C:9]=1[O:10][CH3:11])[C:5]#[N:6].[C:12](#[N:14])[CH3:13].C1COCC1.CC(C)([O-])C.[K+]. Product: [NH2:6][C:5]([C:4]1[CH:7]=[CH:8][C:9]([O:10][CH3:11])=[C:2]([F:1])[CH:3]=1)=[CH:13][C:12]#[N:14]. The catalyst class is: 250.